Dataset: Peptide-MHC class I binding affinity with 185,985 pairs from IEDB/IMGT. Task: Regression. Given a peptide amino acid sequence and an MHC pseudo amino acid sequence, predict their binding affinity value. This is MHC class I binding data. (1) The MHC is HLA-A26:01 with pseudo-sequence HLA-A26:01. The peptide sequence is GLKISLCGI. The binding affinity (normalized) is 0.0847. (2) The binding affinity (normalized) is 1.00. The peptide sequence is SLADQLIHL. The MHC is HLA-A02:06 with pseudo-sequence HLA-A02:06. (3) The peptide sequence is AVFIHNFKRK. The MHC is HLA-A23:01 with pseudo-sequence HLA-A23:01. The binding affinity (normalized) is 0.